This data is from Reaction yield outcomes from USPTO patents with 853,638 reactions. The task is: Predict the reaction yield, written as a fraction of the theoretical maximum amount of product (1.0 means a 100% yield; for example, 0.34 means a 34% yield). (1) The reactants are C([O:3][C:4](=[O:14])[CH2:5][C:6]1[C:7]([C:11]([OH:13])=[O:12])=[CH:8][S:9][CH:10]=1)C.[OH-].[K+].Cl. The catalyst is O. The product is [C:4]([CH2:5][C:6]1[C:7]([C:11]([OH:13])=[O:12])=[CH:8][S:9][CH:10]=1)([OH:14])=[O:3]. The yield is 0.720. (2) The reactants are [N:1]12[CH2:8][CH2:7][C:4]([C:9]([C:17]3[CH:22]=[CH:21][CH:20]=[CH:19][CH:18]=3)([C:11]3[CH:16]=[CH:15][CH:14]=[CH:13][CH:12]=3)[OH:10])([CH2:5][CH2:6]1)[CH2:3][CH2:2]2.[CH3:23][O:24][CH2:25][CH2:26][Br:27]. The catalyst is CC#N. The product is [Br-:27].[OH:10][C:9]([C:17]1[CH:22]=[CH:21][CH:20]=[CH:19][CH:18]=1)([C:11]1[CH:12]=[CH:13][CH:14]=[CH:15][CH:16]=1)[C:4]12[CH2:5][CH2:6][N+:1]([CH2:26][CH2:25][O:24][CH3:23])([CH2:2][CH2:3]1)[CH2:8][CH2:7]2. The yield is 0.428. (3) The reactants are [CH3:1][NH2:2].[C:3]([O:7][C:8](=[O:24])[N:9]([CH2:14][C:15]1[CH:23]=[CH:22][C:18]2[O:19][CH2:20][O:21][C:17]=2[CH:16]=1)[CH2:10][CH2:11][CH2:12]Br)([CH3:6])([CH3:5])[CH3:4]. The catalyst is CCO. The product is [C:3]([O:7][C:8](=[O:24])[N:9]([CH2:14][C:15]1[CH:23]=[CH:22][C:18]2[O:19][CH2:20][O:21][C:17]=2[CH:16]=1)[CH2:10][CH2:11][CH2:12][NH:2][CH3:1])([CH3:6])([CH3:5])[CH3:4]. The yield is 1.00. (4) The reactants are [S:1]1[CH:5]=[CH:4][CH:3]=[C:2]1[C:6]1[S:7][CH:8]=[CH:9][CH:10]=1.C(=O)=O.CC(C)=O.[Li]CCCC.[B:23](OC)([O:26]C)[O:24]C. The catalyst is C1COCC1. The product is [S:1]1[C:5]([B:23]([OH:26])[OH:24])=[CH:4][CH:3]=[C:2]1[C:6]1[S:7][CH:8]=[CH:9][CH:10]=1. The yield is 0.970. (5) The reactants are C(C1C=CC=CC=1C=C)=C.[F:11][C:12]1[CH:33]=[CH:32][C:15]2[CH2:16][C:17]3[CH:31]=[CH:30][CH:29]=[CH:28][C:18]=3[C@H:19]3[CH2:23][C@H:22]([CH2:24][N:25]([CH3:27])[CH3:26])[NH:21][C@@H:20]3[C:14]=2[CH:13]=1.[N:34]#[C:35]Br. The catalyst is C(Cl)Cl. The product is [C:35]([N:21]1[C@@H:22]([CH2:24][N:25]([CH3:27])[CH3:26])[CH2:23][C@@H:19]2[C:18]3[CH:28]=[CH:29][CH:30]=[CH:31][C:17]=3[CH2:16][C:15]3[CH:32]=[CH:33][C:12]([F:11])=[CH:13][C:14]=3[C@@H:20]12)#[N:34]. The yield is 0.420. (6) The reactants are [Cl:1][C:2]1[CH:9]=[CH:8][C:7]([OH:10])=[CH:6][C:3]=1[CH:4]=O.[NH:11]1[CH2:16][CH2:15][O:14][CH2:13][CH2:12]1.[BH4-].[Na+]. The catalyst is CO.C(O)(=O)C. The product is [Cl:1][C:2]1[CH:9]=[CH:8][C:7]([OH:10])=[CH:6][C:3]=1[CH2:4][N:11]1[CH2:16][CH2:15][O:14][CH2:13][CH2:12]1. The yield is 0.518. (7) The reactants are I[C:2]1[CH:11]=[C:10]2[C:5]([CH:6]=[C:7]([NH:12][C:13]([CH:15]3[CH2:17][CH2:16]3)=[O:14])[N:8]=[CH:9]2)=[CH:4][CH:3]=1.N1C2C(=CC=C3C=2N=CC=C3)[CH:21]=[CH:20][CH:19]=1.C(=O)([O-])[O-:33].[Cs+].[Cs+]. The catalyst is C(O)(C)C.ClCCl.[Cu]I. The product is [CH:20]([O:33][C:2]1[CH:11]=[C:10]2[C:5]([CH:6]=[C:7]([NH:12][C:13]([CH:15]3[CH2:17][CH2:16]3)=[O:14])[N:8]=[CH:9]2)=[CH:4][CH:3]=1)([CH3:21])[CH3:19]. The yield is 0.260. (8) The yield is 0.990. The product is [CH:15]([N:13]([CH3:14])[C@H:10]1[CH2:9][C@@H:8]([NH:18][C:19](=[O:21])[CH3:20])[C@@H:7]([N:4]2[CH2:5][CH2:6][C@H:2]([NH:1][C:24]3[C:33]4[C:28](=[CH:29][CH:30]=[C:31]([C:34]([F:36])([F:37])[F:35])[CH:32]=4)[N:27]=[CH:26][N:25]=3)[C:3]2=[O:22])[CH2:12][CH2:11]1)([CH3:17])[CH3:16]. The reactants are [NH2:1][C@H:2]1[CH2:6][CH2:5][N:4]([C@H:7]2[CH2:12][CH2:11][C@@H:10]([N:13]([CH:15]([CH3:17])[CH3:16])[CH3:14])[CH2:9][C@H:8]2[NH:18][C:19](=[O:21])[CH3:20])[C:3]1=[O:22].Cl[C:24]1[C:33]2[C:28](=[CH:29][CH:30]=[C:31]([C:34]([F:37])([F:36])[F:35])[CH:32]=2)[N:27]=[CH:26][N:25]=1.C(N(CC)CC)C.O.[OH-].[Na+]. The catalyst is C(O)(C)C.ClCCl. (9) The reactants are [F:1][C:2]([F:18])([F:17])[C:3]1[CH:8]=[CH:7][C:6]([C:9]2[N:14]=[CH:13][C:12]([CH:15]=O)=[CH:11][N:10]=2)=[CH:5][CH:4]=1.[CH3:19][C:20]([S@@:23]([NH2:25])=[O:24])([CH3:22])[CH3:21].CO.C([O-])(O)=O.[Na+]. The catalyst is ClCCl.[O-]CC.[Ti+4].[O-]CC.[O-]CC.[O-]CC. The product is [F:1][C:2]([F:18])([F:17])[C:3]1[CH:8]=[CH:7][C:6]([C:9]2[N:14]=[CH:13][C:12](/[CH:15]=[N:25]/[S@:23]([C:20]([CH3:22])([CH3:21])[CH3:19])=[O:24])=[CH:11][N:10]=2)=[CH:5][CH:4]=1. The yield is 0.990. (10) The reactants are [CH3:1][N:2]1[CH:6]=[C:5]([CH2:7][N:8]2[CH2:13][CH2:12][CH:11]([C:14]3[CH:36]=[CH:35][C:17]([C:18]([NH:20][C:21]4[CH:26]=[CH:25][CH:24]=[CH:23][C:22]=4[NH:27]C(=O)OC(C)(C)C)=[O:19])=[CH:16][CH:15]=3)[CH2:10][CH2:9]2)[C:4]([CH3:37])=[N:3]1.O.Cl.[OH-].[Na+]. The catalyst is CO. The product is [NH2:27][C:22]1[CH:23]=[CH:24][CH:25]=[CH:26][C:21]=1[NH:20][C:18](=[O:19])[C:17]1[CH:35]=[CH:36][C:14]([CH:11]2[CH2:10][CH2:9][N:8]([CH2:7][C:5]3[C:4]([CH3:37])=[N:3][N:2]([CH3:1])[CH:6]=3)[CH2:13][CH2:12]2)=[CH:15][CH:16]=1. The yield is 0.860.